Dataset: Forward reaction prediction with 1.9M reactions from USPTO patents (1976-2016). Task: Predict the product of the given reaction. (1) The product is: [CH2:39]([O:38][C:36]1[CH:35]=[CH:34][N:33]=[C:32]([C:18]2[CH:17]=[C:16]([CH:14]([C:9]3[C:10](=[O:13])[CH:11]=[CH:12][N:7]([C:5]4[CH:4]=[N:3][N:2]([CH3:1])[CH:6]=4)[N:8]=3)[CH3:15])[CH:21]=[CH:20][CH:19]=2)[N:37]=1)[CH3:40]. Given the reactants [CH3:1][N:2]1[CH:6]=[C:5]([N:7]2[CH:12]=[CH:11][C:10](=[O:13])[C:9]([CH:14]([C:16]3[CH:21]=[CH:20][CH:19]=[C:18](B4OC(C)(C)C(C)(C)O4)[CH:17]=3)[CH3:15])=[N:8]2)[CH:4]=[N:3]1.Cl[C:32]1[N:37]=[C:36]([O:38][CH2:39][CH3:40])[CH:35]=[CH:34][N:33]=1.CC1NC(C2C=C(C=CC=2)CC2C(=O)C=CN(C3C=NN(C)C=3)N=2)=NC=1, predict the reaction product. (2) Given the reactants F[B-](F)(F)F.[O:6]=[N+:7]=[O:8].[Cl:9][C:10]1[NH:11][CH:12]=[CH:13][N:14]=1.C(=O)([O-])O.[Na+].Cl, predict the reaction product. The product is: [Cl:9][C:10]1[NH:11][CH:12]=[C:13]([N+:7]([O-:8])=[O:6])[N:14]=1. (3) Given the reactants Br[C:2]1[N:3]([CH2:9][O:10][CH2:11][CH2:12][Si:13]([CH3:16])([CH3:15])[CH3:14])[C:4]([Cl:8])=[C:5]([Cl:7])[N:6]=1.[Li]CCCC.[F:22][C:23]1[CH:30]=[CH:29][C:28]([CH2:31][CH:32]=[O:33])=[CH:27][C:24]=1[C:25]#[N:26], predict the reaction product. The product is: [Cl:7][C:5]1[N:6]=[C:2]([CH:32]([OH:33])[CH2:31][C:28]2[CH:29]=[CH:30][C:23]([F:22])=[C:24]([CH:27]=2)[C:25]#[N:26])[N:3]([CH2:9][O:10][CH2:11][CH2:12][Si:13]([CH3:16])([CH3:15])[CH3:14])[C:4]=1[Cl:8]. (4) Given the reactants [NH2:1][C:2]1[CH:7]=[CH:6][C:5]([C:8]([N:10]2[CH2:16][C:15]3([CH3:18])[CH2:17][CH:11]2[CH2:12][C:13]([CH3:20])([CH3:19])[CH2:14]3)=[O:9])=[CH:4][CH:3]=1.[Cl:21][CH2:22][C:23](Cl)=[O:24], predict the reaction product. The product is: [Cl:21][CH2:22][C:23]([NH:1][C:2]1[CH:3]=[CH:4][C:5]([C:8]([N:10]2[CH2:16][C:15]3([CH3:18])[CH2:17][CH:11]2[CH2:12][C:13]([CH3:20])([CH3:19])[CH2:14]3)=[O:9])=[CH:6][CH:7]=1)=[O:24]. (5) Given the reactants [Cl:1][C:2]1[CH:7]=[C:6]([CH3:8])[CH:5]=[CH:4][C:3]=1[NH:9][C:10]1[N:15]2[N:16]=[CH:17][C:18]([S:19]([NH2:22])(=[O:21])=[O:20])=[C:14]2[N:13]=[CH:12][C:11]=1[C:23]([N:25]1[CH2:30][CH2:29][CH:28]([C:31]2[CH:36]=[CH:35][C:34]([F:37])=[CH:33][CH:32]=2)[CH2:27][CH2:26]1)=[O:24].[C:38](O)(=[O:41])[CH2:39][CH3:40], predict the reaction product. The product is: [Cl:1][C:2]1[CH:7]=[C:6]([CH3:8])[CH:5]=[CH:4][C:3]=1[NH:9][C:10]1[N:15]2[N:16]=[CH:17][C:18]([S:19]([NH:22][C:38](=[O:41])[CH2:39][CH3:40])(=[O:21])=[O:20])=[C:14]2[N:13]=[CH:12][C:11]=1[C:23]([N:25]1[CH2:26][CH2:27][CH:28]([C:31]2[CH:32]=[CH:33][C:34]([F:37])=[CH:35][CH:36]=2)[CH2:29][CH2:30]1)=[O:24]. (6) The product is: [CH3:1][O:2][C:3]1[CH:4]=[C:5]([CH:24]=[CH:25][CH:26]=1)[CH2:6][N:7]1[CH2:11][CH2:10][C@@H:9]([NH:12][C:13]2[N:14]=[CH:15][C:16](/[CH:19]=[CH:20]/[C:21]([NH:34][O:33][CH:28]3[CH2:29][CH2:30][CH2:31][CH2:32][O:27]3)=[O:23])=[N:17][CH:18]=2)[CH2:8]1. Given the reactants [CH3:1][O:2][C:3]1[CH:4]=[C:5]([CH:24]=[CH:25][CH:26]=1)[CH2:6][N:7]1[CH2:11][CH2:10][C@@H:9]([NH:12][C:13]2[N:14]=[CH:15][C:16](/[CH:19]=[CH:20]/[C:21]([OH:23])=O)=[N:17][CH:18]=2)[CH2:8]1.[O:27]1[CH2:32][CH2:31][CH2:30][CH2:29][CH:28]1[O:33][NH2:34].ON1C2C=CC=CC=2N=N1.CN(C)CCCN=C=NCC.C([O-])(O)=O.[Na+], predict the reaction product. (7) Given the reactants N1C=CC=CC=1.Cl[C:8]1[CH:16]=[CH:15][C:11](C(Cl)=O)=[CH:10][C:9]=1[N+:17]([O-:19])=[O:18].NC1C=CC=CC=1.Cl, predict the reaction product. The product is: [N+:17]([C:9]1[CH:10]=[CH:11][CH:15]=[CH:16][CH:8]=1)([O-:19])=[O:18]. (8) Given the reactants [CH3:1][C:2]([Si:5]([CH3:22])([CH3:21])[O:6][C@@H:7]1[CH2:11][N:10]([C:12]([O:14][C:15]([CH3:18])([CH3:17])[CH3:16])=[O:13])[C@@H:9]([CH2:19][OH:20])[CH2:8]1)([CH3:4])[CH3:3].[F:23][C:24]1[CH:29]=[CH:28][C:27](O)=[CH:26][CH:25]=1.C1C=CC(P(C2C=CC=CC=2)C2C=CC=CC=2)=CC=1.CCOC(/N=N/C(OCC)=O)=O, predict the reaction product. The product is: [CH3:4][C:2]([Si:5]([CH3:22])([CH3:21])[O:6][C@@H:7]1[CH2:11][N:10]([C:12]([O:14][C:15]([CH3:16])([CH3:18])[CH3:17])=[O:13])[C@@H:9]([CH2:19][O:20][C:27]2[CH:28]=[CH:29][C:24]([F:23])=[CH:25][CH:26]=2)[CH2:8]1)([CH3:1])[CH3:3]. (9) Given the reactants [CH3:1][C:2]1[CH:7]=[C:6]([O:8][CH:9]2[CH2:14][CH2:13][O:12][CH2:11][CH2:10]2)[CH:5]=[CH:4][C:3]=1[C:15]1[C:16]2[CH:23]=[C:22]([CH2:24][O:25][C:26]3[CH:31]=[CH:30][C:29]([C@@H:32]([C:39]#[C:40][CH3:41])[CH2:33][C:34]([O:36]CC)=[O:35])=[CH:28][CH:27]=3)[CH:21]=[CH:20][C:17]=2[S:18][CH:19]=1.[Li+].[OH-].Cl, predict the reaction product. The product is: [CH3:1][C:2]1[CH:7]=[C:6]([O:8][CH:9]2[CH2:14][CH2:13][O:12][CH2:11][CH2:10]2)[CH:5]=[CH:4][C:3]=1[C:15]1[C:16]2[CH:23]=[C:22]([CH2:24][O:25][C:26]3[CH:27]=[CH:28][C:29]([C@@H:32]([C:39]#[C:40][CH3:41])[CH2:33][C:34]([OH:36])=[O:35])=[CH:30][CH:31]=3)[CH:21]=[CH:20][C:17]=2[S:18][CH:19]=1.